From a dataset of Peptide-MHC class I binding affinity with 185,985 pairs from IEDB/IMGT. Regression. Given a peptide amino acid sequence and an MHC pseudo amino acid sequence, predict their binding affinity value. This is MHC class I binding data. (1) The peptide sequence is RGYVFQGL. The MHC is HLA-A24:02 with pseudo-sequence HLA-A24:02. The binding affinity (normalized) is 0. (2) The peptide sequence is LSTASSWSY. The MHC is HLA-A01:01 with pseudo-sequence HLA-A01:01. The binding affinity (normalized) is 0.486.